From a dataset of Peptide-MHC class II binding affinity with 134,281 pairs from IEDB. Regression. Given a peptide amino acid sequence and an MHC pseudo amino acid sequence, predict their binding affinity value. This is MHC class II binding data. (1) The peptide sequence is KKKYFAATQFEPLAA. The MHC is HLA-DPA10103-DPB10601 with pseudo-sequence HLA-DPA10103-DPB10601. The binding affinity (normalized) is 1.00. (2) The peptide sequence is AFKVAATAANAAPAN. The MHC is DRB3_0202 with pseudo-sequence DRB3_0202. The binding affinity (normalized) is 0.567.